Dataset: Catalyst prediction with 721,799 reactions and 888 catalyst types from USPTO. Task: Predict which catalyst facilitates the given reaction. (1) The catalyst class is: 338. Product: [CH2:28]([O:30][C:31]([CH2:32][NH:33][C:1]([C:4]1[CH:5]=[C:6]([NH:10]/[C:11](=[C:18]2\[C:19](=[O:27])[NH:20][C:21]3[C:26]\2=[CH:25][CH:24]=[CH:23][CH:22]=3)/[C:12]2[CH:17]=[CH:16][CH:15]=[CH:14][CH:13]=2)[CH:7]=[CH:8][CH:9]=1)=[O:2])=[O:34])[CH3:29]. Reactant: [C:1]([C:4]1[CH:5]=[C:6]([NH:10]/[C:11](=[C:18]2\[C:19](=[O:27])[NH:20][C:21]3[C:26]\2=[CH:25][CH:24]=[CH:23][CH:22]=3)/[C:12]2[CH:17]=[CH:16][CH:15]=[CH:14][CH:13]=2)[CH:7]=[CH:8][CH:9]=1)(O)=[O:2].[CH2:28]([O:30][C:31](=[O:34])[CH2:32][NH2:33])[CH3:29].CN(C(ON1N=NC2C=CC=CC1=2)=[N+](C)C)C.[B-](F)(F)(F)F.C1C=CC2N(O)N=NC=2C=1. (2) Reactant: [NH:1]1[C:5](=[O:6])[CH2:4][CH2:3][CH:2]1[C:7]([OH:9])=[O:8].[CH3:10]O.OS(O)(=O)=O.[OH-].[Na+]. Product: [CH3:10][O:8][C:7]([CH:2]1[CH2:3][CH2:4][C:5](=[O:6])[NH:1]1)=[O:9]. The catalyst class is: 11.